Dataset: Reaction yield outcomes from USPTO patents with 853,638 reactions. Task: Predict the reaction yield, written as a fraction of the theoretical maximum amount of product (1.0 means a 100% yield; for example, 0.34 means a 34% yield). The catalyst is C1COCC1.O. The product is [Cl:20][C:21]1[CH:22]=[C:23]([CH2:24][C:17]#[N:18])[CH:26]=[CH:27][C:28]=1[O:29][CH3:30]. The reactants are CC([O-])(C)C.[K+].CC1C=CC(S([CH2:17][N+:18]#[C-])(=O)=O)=CC=1.[Cl:20][C:21]1[CH:22]=[C:23]([CH:26]=[CH:27][C:28]=1[O:29][CH3:30])[CH:24]=O.CO. The yield is 0.830.